This data is from Full USPTO retrosynthesis dataset with 1.9M reactions from patents (1976-2016). The task is: Predict the reactants needed to synthesize the given product. (1) Given the product [Br:1][C:2]1[CH:3]=[C:4]([CH:7]=[C:8]([O:12][CH3:13])[C:9]=1[O:10][CH3:11])[C:5]([OH:16])=[O:6], predict the reactants needed to synthesize it. The reactants are: [Br:1][C:2]1[CH:3]=[C:4]([CH:7]=[C:8]([O:12][CH3:13])[C:9]=1[O:10][CH3:11])[CH:5]=[O:6].S(=O)(=O)([OH:16])N.[O-]Cl=O.[Na+]. (2) Given the product [O:11]1[C:6]2[CH:7]=[CH:8][CH:9]=[CH:10][C:5]=2[CH:1]=[CH:2][NH:12]1, predict the reactants needed to synthesize it. The reactants are: [C:1]([C:5]1[CH:10]=[CH:9][CH:8]=[CH:7][C:6]=1[OH:11])(C)(C)[CH3:2].[NH2:12]C1C=CC=CC=1. (3) Given the product [F:1][C:2]1[C:3]2[CH2:16][CH2:15][CH2:14][CH2:13][C:12](=[N:22][C:19]([CH3:21])([CH3:20])[CH3:18])[C:4]=2[CH:5]=[C:6]2[C:10]=1[N:9]([CH3:11])[CH:8]=[CH:7]2, predict the reactants needed to synthesize it. The reactants are: [F:1][C:2]1[C:3]2[CH2:16][CH2:15][CH2:14][CH2:13][C:12](=O)[C:4]=2[CH:5]=[C:6]2[C:10]=1[N:9]([CH3:11])[CH:8]=[CH:7]2.[CH3:18][C:19]([NH2:22])([CH3:21])[CH3:20]. (4) Given the product [NH2:1][C:2]1[C:7]([N+:8]([O-:10])=[O:9])=[CH:6][C:5]([CH3:11])=[C:4]([CH:13]2[CH2:15][CH2:14]2)[CH:3]=1, predict the reactants needed to synthesize it. The reactants are: [NH2:1][C:2]1[C:7]([N+:8]([O-:10])=[O:9])=[CH:6][C:5]([CH3:11])=[C:4](Cl)[CH:3]=1.[CH:13]1(B(O)O)[CH2:15][CH2:14]1.C([O-])([O-])=O.[Cs+].[Cs+].ClCCl.